Task: Predict the product of the given reaction.. Dataset: Forward reaction prediction with 1.9M reactions from USPTO patents (1976-2016) (1) Given the reactants [CH3:1][C@H:2]1[O:7][C@@H:6]([CH3:8])[CH2:5][N:4]([C:9]2[CH:14]=[CH:13][C:12]([C:15]3[NH:34][C:18]4=[N:19][CH:20]=[CH:21][C:22]([C:23]5[C:28]6[CH2:29][O:30][C:31](=[O:33])[NH:32][C:27]=6[CH:26]=[CH:25][CH:24]=5)=[C:17]4[N:16]=3)=[CH:11][CH:10]=2)[CH2:3]1.[C:35]([C:39]1[O:43][N:42]=[C:41](C(OCC)=O)[N:40]=1)([CH3:38])([CH3:37])[CH3:36], predict the reaction product. The product is: [C:35]([C:39]1[O:43][N:42]=[C:41]([C:31]([NH:32][C:27]2[CH:26]=[CH:25][CH:24]=[C:23]([C:22]3[CH:21]=[CH:20][N:19]=[C:18]4[NH:34][C:15]([C:12]5[CH:11]=[CH:10][C:9]([N:4]6[CH2:3][C@H:2]([CH3:1])[O:7][C@H:6]([CH3:8])[CH2:5]6)=[CH:14][CH:13]=5)=[N:16][C:17]=34)[C:28]=2[CH2:29][OH:30])=[O:33])[N:40]=1)([CH3:38])([CH3:37])[CH3:36]. (2) The product is: [Br:3][C:4]1[CH:9]=[CH:8][C:7]([NH:10][C:11]2[C:19]([C:20](=[O:26])[CH2:21][OH:22])=[C:18]3[N:14]([CH2:15][CH2:16][CH2:17]3)[C:13](=[O:27])[C:12]=2[F:28])=[C:6]([F:29])[CH:5]=1. Given the reactants Cl.O.[Br:3][C:4]1[CH:9]=[CH:8][C:7]([NH:10][C:11]2[C:19]([C:20](=[O:26])[CH2:21][O:22]COC)=[C:18]3[N:14]([CH2:15][CH2:16][CH2:17]3)[C:13](=[O:27])[C:12]=2[F:28])=[C:6]([F:29])[CH:5]=1.C([O-])(O)=O.[Na+], predict the reaction product. (3) Given the reactants [F:1][C:2]1[CH:7]=[CH:6][C:5]([CH:8]([C:15]2[CH:20]=[CH:19][CH:18]=[CH:17][CH:16]=2)[N:9]2[CH2:14][CH2:13][NH:12][CH2:11][CH2:10]2)=[CH:4][CH:3]=1.[O:21]=[C:22]1[C:26]([C:33]2[CH:38]=[CH:37][CH:36]=[CH:35][CH:34]=2)([C:27]2[CH:32]=[CH:31][CH:30]=[CH:29][CH:28]=2)[CH2:25][CH2:24][N:23]1[CH2:39][C:40](O)=[O:41].Cl.C(N=C=NCCCN(C)C)C, predict the reaction product. The product is: [F:1][C:2]1[CH:3]=[CH:4][C:5]([CH:8]([C:15]2[CH:16]=[CH:17][CH:18]=[CH:19][CH:20]=2)[N:9]2[CH2:10][CH2:11][N:12]([C:40](=[O:41])[CH2:39][N:23]3[CH2:24][CH2:25][C:26]([C:27]4[CH:32]=[CH:31][CH:30]=[CH:29][CH:28]=4)([C:33]4[CH:38]=[CH:37][CH:36]=[CH:35][CH:34]=4)[C:22]3=[O:21])[CH2:13][CH2:14]2)=[CH:6][CH:7]=1. (4) Given the reactants [C:1]([C:3]1[CH:34]=[CH:33][C:6]2[NH:7][C:8]([C:10]([C:21]3[C:29]([O:30][CH3:31])=[CH:28][C:27]([CH3:32])=[C:26]4[C:22]=3[CH:23]=[CH:24][NH:25]4)([O:15][CH2:16][C:17]([O:19]C)=[O:18])[C:11]([F:14])([F:13])[F:12])=[N:9][C:5]=2[CH:4]=1)#[N:2].[OH-].[Na+], predict the reaction product. The product is: [C:1]([C:3]1[CH:34]=[CH:33][C:6]2[NH:7][C:8]([C:10]([C:21]3[C:29]([O:30][CH3:31])=[CH:28][C:27]([CH3:32])=[C:26]4[C:22]=3[CH:23]=[CH:24][NH:25]4)([O:15][CH2:16][C:17]([OH:19])=[O:18])[C:11]([F:13])([F:14])[F:12])=[N:9][C:5]=2[CH:4]=1)#[N:2]. (5) Given the reactants C([C@@H]1N(C(=O)/C=C/C2C=CC=CC=2)C[C@H](CC(C)C)NC1=O)C(C)C.[Cl:26][C:27]1[CH:32]=[CH:31][CH:30]=[CH:29][C:28]=1[C@@H:33]1[NH:38][C:37](=[O:39])[C@H:36]([CH2:40][CH:41]([CH3:43])[CH3:42])[NH:35][CH2:34]1.[F:44][C:45]1[CH:50]=[CH:49][C:48]([C:51]2[O:55][N:54]=[C:53]([C:56](O)=[O:57])[N:52]=2)=[CH:47][CH:46]=1, predict the reaction product. The product is: [Cl:26][C:27]1[CH:32]=[CH:31][CH:30]=[CH:29][C:28]=1[C@@H:33]1[NH:38][C:37](=[O:39])[C@H:36]([CH2:40][CH:41]([CH3:43])[CH3:42])[N:35]([C:56]([C:53]2[N:52]=[C:51]([C:48]3[CH:49]=[CH:50][C:45]([F:44])=[CH:46][CH:47]=3)[O:55][N:54]=2)=[O:57])[CH2:34]1. (6) Given the reactants [Cl:1][C:2]1[CH:3]=[CH:4][C:5]([NH:12][C:13]2[CH:14]=[C:15]3[C:19](=[CH:20][CH:21]=2)[N:18]([CH2:22][C:23]2[CH:28]=[CH:27][CH:26]=[C:25]([OH:29])[CH:24]=2)[CH:17]=[CH:16]3)=[C:6]([CH:11]=1)[C:7]([O:9][CH3:10])=[O:8].C(=O)([O-])[O-].[K+].[K+].[F:36][C:37]([F:41])([F:40])[CH2:38]I.Cl, predict the reaction product. The product is: [Cl:1][C:2]1[CH:3]=[CH:4][C:5]([NH:12][C:13]2[CH:14]=[C:15]3[C:19](=[CH:20][CH:21]=2)[N:18]([CH2:22][C:23]2[CH:28]=[CH:27][CH:26]=[C:25]([O:29][CH2:38][C:37]([F:41])([F:40])[F:36])[CH:24]=2)[CH:17]=[CH:16]3)=[C:6]([CH:11]=1)[C:7]([O:9][CH3:10])=[O:8]. (7) Given the reactants Br[C:2]1[CH:7]=[CH:6][CH:5]=[CH:4][C:3]=1[Br:8].[C:9]1([OH:15])[CH:14]=[CH:13][CH:12]=[CH:11][CH:10]=1.C(=O)([O-])[O-].[K+].[K+], predict the reaction product. The product is: [Br:8][C:3]1[CH:4]=[CH:5][CH:6]=[CH:7][C:2]=1[O:15][C:9]1[CH:14]=[CH:13][CH:12]=[CH:11][CH:10]=1. (8) Given the reactants [OH:1][C:2]1[CH:3]=[C:4]([C:15]#[C:16][Si](C)(C)C)[CH:5]=[C:6]2[C:11]=1[C:10](=[O:12])[CH2:9][CH2:8][C:7]2([CH3:14])[CH3:13].C(=O)([O-])[O-].[K+].[K+], predict the reaction product. The product is: [C:15]([C:4]1[CH:5]=[C:6]2[C:11](=[C:2]([OH:1])[CH:3]=1)[C:10](=[O:12])[CH2:9][CH2:8][C:7]2([CH3:14])[CH3:13])#[CH:16].